This data is from Full USPTO retrosynthesis dataset with 1.9M reactions from patents (1976-2016). The task is: Predict the reactants needed to synthesize the given product. Given the product [ClH:3].[CH3:31][C:32]1([CH3:34])[N:14]=[C:13]([NH:12][CH2:11][C:10]2[CH:9]=[CH:8][C:7]([OH:6])=[CH:30][CH:29]=2)[NH:15][C:16]([NH:18][CH2:19][CH2:20][CH2:21][CH2:22][CH2:23][CH2:24][CH2:25][CH2:26][CH2:27][CH3:28])=[N:17]1, predict the reactants needed to synthesize it. The reactants are: CO.[ClH:3].Cl.Cl.[OH:6][C:7]1[CH:30]=[CH:29][C:10]([CH2:11][NH:12][C:13]([NH:15][C:16]([NH:18][CH2:19][CH2:20][CH2:21][CH2:22][CH2:23][CH2:24][CH2:25][CH2:26][CH2:27][CH3:28])=[NH:17])=[NH:14])=[CH:9][CH:8]=1.[CH3:31][C:32]([CH3:34])=O.